This data is from Full USPTO retrosynthesis dataset with 1.9M reactions from patents (1976-2016). The task is: Predict the reactants needed to synthesize the given product. (1) The reactants are: [I:1][C:2]1[CH:7]=[CH:6][N:5]=[C:4]([O:8]C)[C:3]=1[C:10]1[NH:11][C:12]2[C:20]([N:21]=1)=[C:19]([CH3:22])[C:18]1[C:17](=[O:23])[N:16]([CH:24]3[CH2:29][CH2:28][N:27]([CH3:30])[CH2:26][CH2:25]3)[C:15](=[O:31])[C:14]=1[CH:13]=2.[ClH:32]. Given the product [ClH:32].[Cl:32][C:2]1[CH:7]=[CH:6][NH:5][C:4](=[O:8])[C:3]=1[C:10]1[NH:11][C:12]2[C:20]([N:21]=1)=[C:19]([CH3:22])[C:18]1[C:17](=[O:23])[N:16]([CH:24]3[CH2:29][CH2:28][N:27]([CH3:30])[CH2:26][CH2:25]3)[C:15](=[O:31])[C:14]=1[CH:13]=2.[ClH:32].[I:1][C:2]1[CH:7]=[CH:6][NH:5][C:4](=[O:8])[C:3]=1[C:10]1[NH:11][C:12]2[C:20]([N:21]=1)=[C:19]([CH3:22])[C:18]1[C:17](=[O:23])[N:16]([CH:24]3[CH2:29][CH2:28][N:27]([CH3:30])[CH2:26][CH2:25]3)[C:15](=[O:31])[C:14]=1[CH:13]=2, predict the reactants needed to synthesize it. (2) Given the product [Br:17][C:9]1[CH:8]=[C:7]([C:11]([CH3:14])([CH3:13])[CH3:12])[C:6]([O:15][CH3:16])=[C:5]([C:1]([CH3:4])([CH3:2])[CH3:3])[CH:10]=1, predict the reactants needed to synthesize it. The reactants are: [C:1]([C:5]1[CH:10]=[CH:9][CH:8]=[C:7]([C:11]([CH3:14])([CH3:13])[CH3:12])[C:6]=1[O:15][CH3:16])([CH3:4])([CH3:3])[CH3:2].[Br:17]Br. (3) Given the product [CH3:34][C:33]([CH3:32])([S@@:35]([NH:37][C@@H:38]([C:46]1[CH:47]=[CH:48][C:49]([C:50]([O:52][CH:53]([CH3:54])[CH3:55])=[O:51])=[CH:56][CH:57]=1)[CH2:39][CH2:40][CH2:41][CH2:42][CH:43]([CH3:45])[CH3:44])=[O:36])[CH3:58], predict the reactants needed to synthesize it. The reactants are: [Mg].BrCCCCC(C)C.C([S@@](N=CC1C=CC(C(OC(C)C)=O)=CC=1)=O)(C)(C)C.[NH4+].[Cl-].[CH3:32][C:33]([CH3:58])([S@@:35]([NH:37][CH:38]([C:46]1[CH:57]=[CH:56][C:49]([C:50]([O:52][CH:53]([CH3:55])[CH3:54])=[O:51])=[CH:48][CH:47]=1)[CH2:39][CH2:40][CH2:41][CH2:42][CH:43]([CH3:45])[CH3:44])=[O:36])[CH3:34]. (4) Given the product [C:1]([N:4]1[CH2:9][CH2:8][N:7]([C:10]2[CH:15]=[CH:14][C:13]([N:17]3[CH:21]=[CH:20][N:19]=[CH:18]3)=[CH:12][CH:11]=2)[CH2:6][CH2:5]1)(=[O:3])[CH3:2], predict the reactants needed to synthesize it. The reactants are: [C:1]([N:4]1[CH2:9][CH2:8][N:7]([C:10]2[CH:15]=[CH:14][C:13](Br)=[CH:12][CH:11]=2)[CH2:6][CH2:5]1)(=[O:3])[CH3:2].[NH:17]1[CH:21]=[CH:20][N:19]=[CH:18]1.N1C2C(=CC=C3C=2N=CC=C3)C=CC=1.C1(C=CC(=O)C=CC2C=CC=CC=2)C=CC=CC=1.C(=O)([O-])[O-].[Cs+].[Cs+].[NH4+].